This data is from Catalyst prediction with 721,799 reactions and 888 catalyst types from USPTO. The task is: Predict which catalyst facilitates the given reaction. Reactant: Cl.Cl.[NH2:3][C:4]1[CH:5]=[C:6]([CH:15]=[CH:16][CH:17]=1)[O:7][C:8]1[CH:9]=[CH:10][C:11]([NH2:14])=[N:12][CH:13]=1.[F:18][C:19]([F:30])([F:29])[C:20]1[CH:21]=[C:22]([CH:26]=[CH:27][CH:28]=1)[C:23](Cl)=[O:24]. Product: [NH2:14][C:11]1[N:12]=[CH:13][C:8]([O:7][C:6]2[CH:5]=[C:4]([NH:3][C:23](=[O:24])[C:22]3[CH:26]=[CH:27][CH:28]=[C:20]([C:19]([F:18])([F:29])[F:30])[CH:21]=3)[CH:17]=[CH:16][CH:15]=2)=[CH:9][CH:10]=1. The catalyst class is: 80.